Dataset: Reaction yield outcomes from USPTO patents with 853,638 reactions. Task: Predict the reaction yield, written as a fraction of the theoretical maximum amount of product (1.0 means a 100% yield; for example, 0.34 means a 34% yield). (1) The reactants are [N+:1]([C:4]1[CH:9]=[CH:8][C:7]([CH:10]([CH2:15][C:16]([OH:18])=[O:17])[CH2:11][C:12]([OH:14])=O)=[CH:6][CH:5]=1)([O-:3])=[O:2].C(OC(=O)C)(=O)C. The catalyst is CCOCC. The product is [N+:1]([C:4]1[CH:5]=[CH:6][C:7]([CH:10]2[CH2:11][C:12](=[O:14])[O:18][C:16](=[O:17])[CH2:15]2)=[CH:8][CH:9]=1)([O-:3])=[O:2]. The yield is 0.700. (2) The reactants are [CH3:1][NH2:2].F[C:4]1[CH:9]=[C:8](F)[CH:7]=[CH:6][C:5]=1[N+:11]([O-:13])=[O:12].[CH2:14]([OH:21])[C:15]1[CH:20]=[CH:19][CH:18]=[CH:17][CH:16]=1.C(=O)([O-])[O-].[K+].[K+]. The catalyst is S([O-])(O)(=O)=O.C([N+](CCCC)(CCCC)CCCC)CCC.O.C1(C)C=CC=CC=1. The product is [CH2:14]([O:21][C:8]1[CH:7]=[CH:6][C:5]([N+:11]([O-:13])=[O:12])=[C:4]([CH:9]=1)[NH:2][CH3:1])[C:15]1[CH:20]=[CH:19][CH:18]=[CH:17][CH:16]=1. The yield is 0.950. (3) The reactants are O.C1(C)C(S(O)(=O)=O)=CC=CC=1.[CH:13]1([CH2:19][C@H:20]([NH:32][CH2:33]C(=O)NC(C)(C)C)[CH2:21][NH:22][C:23](=[O:31])[O:24][CH2:25][CH2:26][Si:27]([CH3:30])([CH3:29])[CH3:28])[CH2:18][CH2:17][CH2:16][CH2:15][CH2:14]1. The catalyst is C(O)C.CCOCC. The product is [CH:13]1([CH2:19][C@H:20]([NH:32][CH3:33])[CH2:21][NH:22][C:23](=[O:31])[O:24][CH2:25][CH2:26][Si:27]([CH3:29])([CH3:28])[CH3:30])[CH2:14][CH2:15][CH2:16][CH2:17][CH2:18]1. The yield is 0.940. (4) The reactants are [C:1]([OH:7])(=[O:6])[CH2:2][CH2:3][C:4]#[CH:5].OS(O)(=O)=O.[CH2:13](O)[CH3:14]. No catalyst specified. The product is [C:1]([O:7][CH2:13][CH3:14])(=[O:6])[CH2:2][CH2:3][C:4]#[CH:5]. The yield is 0.700. (5) The reactants are [OH:1][C@H:2]1[CH2:19][CH2:18][C@@:17]2([CH3:20])[C@@H:4]([CH2:5][CH2:6][C@:7]3([CH3:42])[C@@H:16]2[CH2:15][CH2:14][C@H:13]2[C@@:8]3([CH3:41])[CH2:9][CH2:10][C@@:11]3([C:28]([N:30]4[CH2:35][CH2:34][CH:33]([O:36][CH2:37][CH2:38][O:39][CH3:40])[CH2:32][CH2:31]4)=[O:29])[CH2:23][CH2:22][C@@H:21]([C:24]4([CH3:27])[CH2:26][CH2:25]4)[C@@H:12]32)[C:3]1([CH3:44])[CH3:43].[CH3:45][C:46]1([CH3:53])[CH2:51][C:50](=[O:52])[O:49][C:47]1=[O:48].C1(C)C=CC=CC=1. The catalyst is CCCCCC. The product is [CH3:40][O:39][CH2:38][CH2:37][O:36][CH:33]1[CH2:32][CH2:31][N:30]([C:28]([C@:11]23[CH2:23][CH2:22][C@@H:21]([C:24]4([CH3:27])[CH2:26][CH2:25]4)[C@@H:12]2[C@@H:13]2[C@@:8]([CH3:41])([CH2:9][CH2:10]3)[C@@:7]3([CH3:42])[C@@H:16]([C@:17]4([CH3:20])[C@@H:4]([CH2:5][CH2:6]3)[C:3]([CH3:44])([CH3:43])[C@@H:2]([O:1][C:50](=[O:52])[CH2:51][C:46]([CH3:53])([CH3:45])[C:47]([OH:49])=[O:48])[CH2:19][CH2:18]4)[CH2:15][CH2:14]2)=[O:29])[CH2:35][CH2:34]1. The yield is 0.411.